From a dataset of Full USPTO retrosynthesis dataset with 1.9M reactions from patents (1976-2016). Predict the reactants needed to synthesize the given product. Given the product [CH3:1][O:2][C:3]1[CH:9]=[CH:8][C:6]([NH:7][S:18]([CH3:17])(=[O:20])=[O:19])=[C:5]([CH3:10])[CH:4]=1, predict the reactants needed to synthesize it. The reactants are: [CH3:1][O:2][C:3]1[CH:9]=[CH:8][C:6]([NH2:7])=[C:5]([CH3:10])[CH:4]=1.N1C=CC=CC=1.[CH3:17][S:18](Cl)(=[O:20])=[O:19].